This data is from Reaction yield outcomes from USPTO patents with 853,638 reactions. The task is: Predict the reaction yield, written as a fraction of the theoretical maximum amount of product (1.0 means a 100% yield; for example, 0.34 means a 34% yield). (1) The reactants are [C:1]1([C:7]2[CH:12]=[CH:11][C:10]([OH:13])=[CH:9][CH:8]=2)[CH:6]=[CH:5][CH:4]=[CH:3][CH:2]=1.[CH2:14]([O:16][CH:17]([O:20][CH2:21][CH3:22])[CH2:18]Br)[CH3:15].[OH-].[K+]. The catalyst is CS(C)=O.O. The product is [CH2:14]([O:16][CH:17]([O:20][CH2:21][CH3:22])[CH2:18][O:13][C:10]1[CH:9]=[CH:8][C:7]([C:1]2[CH:2]=[CH:3][CH:4]=[CH:5][CH:6]=2)=[CH:12][CH:11]=1)[CH3:15]. The yield is 0.940. (2) The reactants are Cl[C:2]1[C:3]2[CH:14]=[C:13]([C:15]3[CH:20]=[CH:19][CH:18]=[CH:17][CH:16]=3)[CH:12]=[CH:11][C:4]=2[N:5]([CH3:10])[C:6](=[O:9])[CH2:7][N:8]=1.C(C1C=C(B(O)O)C=CC=1)=O.[CH3:32][O:33][C:34]1[CH:39]=[CH:38][C:37](B(O)O)=[CH:36][CH:35]=1. No catalyst specified. The product is [CH3:32][O:33][C:34]1[CH:39]=[CH:38][C:37]([C:2]2[C:3]3[CH:14]=[C:13]([C:15]4[CH:20]=[CH:19][CH:18]=[CH:17][CH:16]=4)[CH:12]=[CH:11][C:4]=3[N:5]([CH3:10])[C:6](=[O:9])[CH2:7][N:8]=2)=[CH:36][CH:35]=1. The yield is 0.470. (3) The reactants are N[C@H]([C:5](O)=[O:6])C[SeH].[Li]CCCC.[Si]([O:20][C:21]1[CH:26]=[C:25]([F:27])[CH:24]=[C:23]([F:28])[CH:22]=1)(C(C)(C)C)(C)C.CN(CCN(C)C)C.CN(C=O)C.Cl. The catalyst is C1COCC1. The product is [OH:20][C:21]1[CH:22]=[C:23]([F:28])[C:24]([CH:5]=[O:6])=[C:25]([F:27])[CH:26]=1. The yield is 0.970. (4) The reactants are [C:1]([O:5][C:6]([C:8]1([CH2:22][CH:23]2[CH2:25][O:24]2)[CH2:12][C:11](=[O:13])[N:10]([C@@H:14]([C:16]2[CH:21]=[CH:20][CH:19]=[CH:18][CH:17]=2)[CH3:15])[CH2:9]1)=[O:7])([CH3:4])([CH3:3])[CH3:2].C[Si](C)(C)[N-][Si](C)(C)C.[Li+]. The catalyst is O1CCCC1. The product is [C:1]([O:5][C:6]([C@@:8]12[CH2:22][CH:23]([OH:24])[CH2:25][C@@H:12]1[C:11](=[O:13])[N:10]([C@@H:14]([C:16]1[CH:21]=[CH:20][CH:19]=[CH:18][CH:17]=1)[CH3:15])[CH2:9]2)=[O:7])([CH3:2])([CH3:4])[CH3:3]. The yield is 0.260. (5) The reactants are [OH:1][C:2]([C:5]1[N:9]([CH2:10][CH:11]2[CH2:16][CH2:15][O:14][CH2:13][CH2:12]2)[C:8]2[CH:17]=[CH:18][C:19]([N:21]([CH3:25])[C:22](=[O:24])[CH3:23])=[CH:20][C:7]=2[N:6]=1)([CH3:4])[CH3:3].[H-].[Na+].I[CH2:29][CH3:30]. The catalyst is C1COCC1. The product is [CH2:29]([O:1][C:2]([C:5]1[N:9]([CH2:10][CH:11]2[CH2:12][CH2:13][O:14][CH2:15][CH2:16]2)[C:8]2[CH:17]=[CH:18][C:19]([N:21]([CH3:25])[C:22](=[O:24])[CH3:23])=[CH:20][C:7]=2[N:6]=1)([CH3:4])[CH3:3])[CH3:30]. The yield is 1.00. (6) The reactants are [NH2:1][C:2]1[CH:3]=[CH:4][C:5]([O:11][CH3:12])=[C:6]([CH:10]=1)[C:7]([OH:9])=[O:8].[F:13][C:14]1[C:21]([F:22])=[C:20]([C:23]([F:26])([F:25])[F:24])[C:19]([F:27])=[C:18]([F:28])[C:15]=1[CH2:16]Br. The catalyst is CN(C=O)C. The product is [CH3:12][O:11][C:5]1[CH:4]=[CH:3][C:2]([NH:1][CH2:16][C:15]2[C:18]([F:28])=[C:19]([F:27])[C:20]([C:23]([F:24])([F:26])[F:25])=[C:21]([F:22])[C:14]=2[F:13])=[CH:10][C:6]=1[C:7]([OH:9])=[O:8]. The yield is 0.315. (7) The reactants are [Cl-].[Al+3].[Cl-].[Cl-].Cl[CH2:6][C:7](Cl)=[O:8].[CH3:10][C:11]([C:13]1[C:14]([OH:20])=[CH:15][CH:16]=[CH:17][C:18]=1[OH:19])=[O:12].C(OCC)(=O)C. The catalyst is [N+](C1C=CC=CC=1)([O-])=O. The product is [C:11]([C:13]1[C:14]2[O:20][CH2:6][C:7](=[O:8])[C:15]=2[CH:16]=[CH:17][C:18]=1[OH:19])(=[O:12])[CH3:10]. The yield is 0.710. (8) The reactants are [NH2:1][C:2]1[CH:3]=[C:4]([C:8]2[C:16]3[C:11](=[CH:12][CH:13]=[C:14]([C:17]([NH2:19])=[O:18])[CH:15]=3)[N:10](C3CCCCO3)[N:9]=2)[CH:5]=[CH:6][CH:7]=1.[Cl:26][C:27]1[CH:32]=[C:31]([Cl:33])[CH:30]=[CH:29][C:28]=1[CH2:34][C:35](O)=[O:36].CCN=C=NCCCN(C)C. No catalyst specified. The product is [Cl:26][C:27]1[CH:32]=[C:31]([Cl:33])[CH:30]=[CH:29][C:28]=1[CH2:34][C:35]([NH:1][C:2]1[CH:3]=[C:4]([C:8]2[C:16]3[C:11](=[CH:12][CH:13]=[C:14]([C:17]([NH2:19])=[O:18])[CH:15]=3)[NH:10][N:9]=2)[CH:5]=[CH:6][CH:7]=1)=[O:36]. The yield is 0.0300. (9) The reactants are CC1C=CC(S(O[CH2:12][C@@H:13]2[O:18][C:17]3[CH:19]=[C:20]([F:23])[CH:21]=[CH:22][C:16]=3[O:15][CH2:14]2)(=O)=O)=CC=1.C([O-])([O-])=O.[K+].[K+].[NH:30]1[CH2:34][CH2:33][CH2:32][CH2:31]1. The catalyst is C(#N)C. The product is [F:23][C:20]1[CH:21]=[CH:22][C:16]2[O:15][CH2:14][C@H:13]([CH2:12][N:30]3[CH2:34][CH2:33][CH2:32][CH2:31]3)[O:18][C:17]=2[CH:19]=1. The yield is 0.340. (10) The reactants are [F:1][C:2]([F:19])([F:18])[C:3]1[CH:17]=[CH:16][C:6]([O:7][CH2:8][C:9]2([OH:15])[CH2:14][CH2:13][CH2:12][NH:11][CH2:10]2)=[CH:5][CH:4]=1.C(N(C(C)C)CC)(C)C.[Cl:29][C:30]1[CH:35]=[CH:34][C:33]([C:36]2([C:40](O)=[O:41])[CH2:39][CH2:38][CH2:37]2)=[CH:32][CH:31]=1.C1CN([P+](Br)(N2CCCC2)N2CCCC2)CC1.F[P-](F)(F)(F)(F)F. The catalyst is O.ClCCl. The product is [Cl:29][C:30]1[CH:31]=[CH:32][C:33]([C:36]2([C:40]([N:11]3[CH2:12][CH2:13][CH2:14][C:9]([OH:15])([CH2:8][O:7][C:6]4[CH:5]=[CH:4][C:3]([C:2]([F:1])([F:18])[F:19])=[CH:17][CH:16]=4)[CH2:10]3)=[O:41])[CH2:39][CH2:38][CH2:37]2)=[CH:34][CH:35]=1. The yield is 0.110.